Task: Predict the reaction yield, written as a fraction of the theoretical maximum amount of product (1.0 means a 100% yield; for example, 0.34 means a 34% yield).. Dataset: Reaction yield outcomes from USPTO patents with 853,638 reactions (1) The reactants are [F:1][C:2]1[CH:3]=[C:4]([C:9]2([OH:13])[CH2:12][O:11][CH2:10]2)[CH:5]=[C:6]([F:8])[CH:7]=1.[H-].[Na+].I[CH3:17]. The catalyst is CN(C=O)C. The product is [F:1][C:2]1[CH:3]=[C:4]([C:9]2([O:13][CH3:17])[CH2:12][O:11][CH2:10]2)[CH:5]=[C:6]([F:8])[CH:7]=1. The yield is 0.830. (2) The reactants are [CH2:1]([C@@H:5]1[NH:10][CH2:9][C@H:8]([CH2:11][CH2:12][CH3:13])[NH:7][C:6]1=[O:14])[CH:2]([CH3:4])[CH3:3].[F:15][C:16]1[CH:17]=[C:18]([C:23]2[O:27][N:26]=[C:25]([C:28](O)=[O:29])[CH:24]=2)[CH:19]=[CH:20][C:21]=1[F:22].C([C@@H]1N(C(=O)/C=C/C2C=CC=CC=2)C[C@H](CC(C)C)NC1=O)C(C)C. No catalyst specified. The product is [F:15][C:16]1[CH:17]=[C:18]([C:23]2[O:27][N:26]=[C:25]([C:28]([N:10]3[CH2:9][C@H:8]([CH2:11][CH2:12][CH3:13])[NH:7][C:6](=[O:14])[C@@H:5]3[CH2:1][CH:2]([CH3:4])[CH3:3])=[O:29])[CH:24]=2)[CH:19]=[CH:20][C:21]=1[F:22]. The yield is 0.900. (3) The reactants are [O:1]([C:8]1[C:9]([CH2:14][OH:15])=[N:10][CH:11]=[CH:12][CH:13]=1)[C:2]1[CH:7]=[CH:6][CH:5]=[CH:4][CH:3]=1. The catalyst is C(Cl)Cl.O=[Mn]=O. The product is [O:1]([C:8]1[C:9]([CH:14]=[O:15])=[N:10][CH:11]=[CH:12][CH:13]=1)[C:2]1[CH:3]=[CH:4][CH:5]=[CH:6][CH:7]=1. The yield is 0.670. (4) The reactants are [CH3:1][O:2][CH2:3][C:4]1[N:5]=[C:6]([CH3:26])[NH:7][C:8](=[O:25])[C:9]=1[CH2:10][C:11]1[CH:16]=[CH:15][C:14]([C:17]2[C:18]([C:23]#[N:24])=[CH:19][CH:20]=[CH:21][CH:22]=2)=[CH:13][CH:12]=1.[H-].[Na+].CN(C)C=O.Br[CH2:35][C:36]1[S:37][CH:38]=[CH:39][CH:40]=1. The catalyst is C(OCC)(=O)C. The product is [CH3:1][O:2][CH2:3][C:4]1[N:5]=[C:6]([CH3:26])[N:7]([CH2:35][C:36]2[S:37][CH:38]=[CH:39][CH:40]=2)[C:8](=[O:25])[C:9]=1[CH2:10][C:11]1[CH:16]=[CH:15][C:14]([C:17]2[C:18]([C:23]#[N:24])=[CH:19][CH:20]=[CH:21][CH:22]=2)=[CH:13][CH:12]=1. The yield is 0.530. (5) The reactants are [NH2:1][C:2]1[N:7]=[CH:6][N:5]=[C:4]2[N:8]([CH2:12][C:13]3[O:14][C:15]4[C:20]([C:21](=[O:29])[C:22]=3[C:23]3[CH:28]=[CH:27][CH:26]=[CH:25][CH:24]=3)=[CH:19][CH:18]=[CH:17][CH:16]=4)[N:9]=[C:10](I)[C:3]=12.[NH:30]1[C:38]2[C:33](=[CH:34][CH:35]=[C:36](B3OC(C)(C)C(C)(C)O3)[CH:37]=2)[CH:32]=[N:31]1.C(=O)([O-])[O-].[Na+].[Na+].ClCCl. The catalyst is CN(C=O)C.C(O)C.O. The product is [NH2:1][C:2]1[N:7]=[CH:6][N:5]=[C:4]2[N:8]([CH2:12][C:13]3[O:14][C:15]4[C:20]([C:21](=[O:29])[C:22]=3[C:23]3[CH:28]=[CH:27][CH:26]=[CH:25][CH:24]=3)=[CH:19][CH:18]=[CH:17][CH:16]=4)[N:9]=[C:10]([C:36]3[CH:37]=[C:38]4[C:33]([CH:32]=[N:31][NH:30]4)=[CH:34][CH:35]=3)[C:3]=12. The yield is 0.0300. (6) The reactants are [F:1][C:2]1[CH:28]=[C:27]([NH:29][C:30]([C:32]2([C:35](=[O:44])[NH:36][C:37]3[CH:42]=[CH:41][C:40]([F:43])=[CH:39][CH:38]=3)[CH2:34][CH2:33]2)=[O:31])[C:26]([F:45])=[CH:25][C:3]=1[O:4][C:5]1[CH:10]=[CH:9][N:8]=[C:7]([NH:11][C:12]([CH:14]2[CH2:17][N:16](C(OC(C)(C)C)=O)[CH2:15]2)=[O:13])[CH:6]=1.C(O)(C(F)(F)F)=O.C([O-])(O)=O.[Na+]. The catalyst is C(Cl)Cl. The product is [NH:16]1[CH2:17][CH:14]([C:12]([NH:11][C:7]2[CH:6]=[C:5]([O:4][C:3]3[C:2]([F:1])=[CH:28][C:27]([NH:29][C:30]([C:32]4([C:35]([NH:36][C:37]5[CH:38]=[CH:39][C:40]([F:43])=[CH:41][CH:42]=5)=[O:44])[CH2:34][CH2:33]4)=[O:31])=[C:26]([F:45])[CH:25]=3)[CH:10]=[CH:9][N:8]=2)=[O:13])[CH2:15]1. The yield is 0.0870. (7) The reactants are [CH3:1][O:2][CH2:3][C:4](=[CH2:9])[C:5]([O:7][CH3:8])=[O:6].CO[CH2:12][N:13]([CH2:19][C:20]1[CH:25]=[CH:24][CH:23]=[CH:22][CH:21]=1)[CH2:14][Si](C)(C)C.FC(F)(F)C(O)=O. The catalyst is ClCCl. The product is [CH3:8][O:7][C:5]([C:4]1([CH2:3][O:2][CH3:1])[CH2:9][CH2:12][N:13]([CH2:19][C:20]2[CH:21]=[CH:22][CH:23]=[CH:24][CH:25]=2)[CH2:14]1)=[O:6]. The yield is 0.820. (8) The reactants are [O:1]=[C:2]1[CH2:5][CH:4](C(O)=O)[CH2:3]1.C(Cl)(=O)C(Cl)=O.C[N:16]([CH:18]=[O:19])C.[N-]=[N+]=[N-].[Na+].[CH2:24]([OH:31])[C:25]1[CH:30]=[CH:29][CH:28]=[CH:27][CH:26]=1. The catalyst is ClCCl.O.[Br-].C([N+](CCCC)(CCCC)CCCC)CCC. The product is [O:1]=[C:2]1[CH2:3][CH:4]([NH:16][C:18](=[O:19])[O:31][CH2:24][C:25]2[CH:30]=[CH:29][CH:28]=[CH:27][CH:26]=2)[CH2:5]1. The yield is 0.110. (9) The reactants are [C:1](Cl)(=[O:4])[CH:2]=[CH2:3].[Cl:6][C:7]1[C:8]([C:30]2[C:38]3[C:33](=[CH:34][CH:35]=[CH:36][CH:37]=3)[NH:32][CH:31]=2)=[N:9][C:10]([NH:13][C:14]2[CH:15]=[C:16]([NH2:29])[C:17]([N:22]([CH2:24][CH2:25][N:26]([CH3:28])[CH3:27])[CH3:23])=[CH:18][C:19]=2[O:20][CH3:21])=[N:11][CH:12]=1.CCN(C(C)C)C(C)C. The catalyst is C(Cl)Cl. The product is [Cl:6][C:7]1[C:8]([C:30]2[C:38]3[C:33](=[CH:34][CH:35]=[CH:36][CH:37]=3)[NH:32][CH:31]=2)=[N:9][C:10]([NH:13][C:14]2[C:19]([O:20][CH3:21])=[CH:18][C:17]([N:22]([CH2:24][CH2:25][N:26]([CH3:28])[CH3:27])[CH3:23])=[C:16]([NH:29][C:1](=[O:4])[CH:2]=[CH2:3])[CH:15]=2)=[N:11][CH:12]=1. The yield is 0.690. (10) The reactants are [CH3:1][NH:2][S:3]([C:6]1[CH:11]=[CH:10][C:9]([C:12]2[N:17]=[C:16]([NH:18]C(=O)OC(C)(C)C)[CH:15]=[CH:14][CH:13]=2)=[CH:8][CH:7]=1)(=[O:5])=[O:4].[ClH:26].CO. The catalyst is CO. The product is [ClH:26].[NH2:18][C:16]1[N:17]=[C:12]([C:9]2[CH:10]=[CH:11][C:6]([S:3]([NH:2][CH3:1])(=[O:4])=[O:5])=[CH:7][CH:8]=2)[CH:13]=[CH:14][CH:15]=1. The yield is 0.710.